From a dataset of Peptide-MHC class I binding affinity with 185,985 pairs from IEDB/IMGT. Regression. Given a peptide amino acid sequence and an MHC pseudo amino acid sequence, predict their binding affinity value. This is MHC class I binding data. (1) The peptide sequence is KRWIILGLNK. The MHC is HLA-A32:01 with pseudo-sequence HLA-A32:01. The binding affinity (normalized) is 0. (2) The peptide sequence is STLNFNNLR. The MHC is HLA-A03:01 with pseudo-sequence HLA-A03:01. The binding affinity (normalized) is 0.355. (3) The peptide sequence is HKPGSTWLYTT. The MHC is Mamu-A01 with pseudo-sequence Mamu-A01. The binding affinity (normalized) is 0.